From a dataset of Reaction yield outcomes from USPTO patents with 853,638 reactions. Predict the reaction yield, written as a fraction of the theoretical maximum amount of product (1.0 means a 100% yield; for example, 0.34 means a 34% yield). (1) The reactants are FC(F)(F)S(O[C:7]1[CH:12]=[CH:11][C:10]([N:13]2[CH:18]=[C:17]([O:19][CH3:20])[C:16](=[O:21])[C:15]([C:22]3[N:26]([C:27]4[CH:32]=[CH:31][CH:30]=[CH:29][CH:28]=4)[N:25]=[CH:24][CH:23]=3)=[N:14]2)=[C:9]([F:33])[CH:8]=1)(=O)=O.Cl.[F:37][C:38]1([F:44])[CH2:43][CH2:42][NH:41][CH2:40][CH2:39]1.CC1(C)C2C(=C(P(C3C=CC=CC=3)C3C=CC=CC=3)C=CC=2)OC2C(P(C3C=CC=CC=3)C3C=CC=CC=3)=CC=CC1=2.O(C(C)(C)C)[Na]. The catalyst is O1CCOCC1.C1C=CC(/C=C/C(/C=C/C2C=CC=CC=2)=O)=CC=1.C1C=CC(/C=C/C(/C=C/C2C=CC=CC=2)=O)=CC=1.C1C=CC(/C=C/C(/C=C/C2C=CC=CC=2)=O)=CC=1.[Pd].[Pd].O. The product is [F:37][C:38]1([F:44])[CH2:43][CH2:42][N:41]([C:7]2[CH:12]=[CH:11][C:10]([N:13]3[CH:18]=[C:17]([O:19][CH3:20])[C:16](=[O:21])[C:15]([C:22]4[N:26]([C:27]5[CH:28]=[CH:29][CH:30]=[CH:31][CH:32]=5)[N:25]=[CH:24][CH:23]=4)=[N:14]3)=[C:9]([F:33])[CH:8]=2)[CH2:40][CH2:39]1. The yield is 0.250. (2) The reactants are [CH3:1][NH2:2].O1CCCC1.[CH:8]([C:10]1[CH:11]=[C:12]([CH:20]=[C:21]([C:23]([F:26])([F:25])[F:24])[CH:22]=1)[C:13]([O:15][C:16]([CH3:19])([CH3:18])[CH3:17])=[O:14])=O.C(O[BH-](OC(=O)C)OC(=O)C)(=O)C.[Na+]. The catalyst is C(Cl)Cl.C(=O)(O)[O-].[Na+]. The product is [CH3:1][NH:2][CH2:8][C:10]1[CH:11]=[C:12]([CH:20]=[C:21]([C:23]([F:26])([F:25])[F:24])[CH:22]=1)[C:13]([O:15][C:16]([CH3:19])([CH3:18])[CH3:17])=[O:14]. The yield is 0.450. (3) The product is [C:13]([O:12][C:10]([N:7]1[CH2:8][CH2:9][C:5]([CH3:17])([C:3]([OH:4])=[O:2])[CH2:6]1)=[O:11])([CH3:16])([CH3:14])[CH3:15]. The yield is 1.00. No catalyst specified. The reactants are C[O:2][C:3]([C:5]1([CH3:17])[CH2:9][CH2:8][N:7]([C:10]([O:12][C:13]([CH3:16])([CH3:15])[CH3:14])=[O:11])[CH2:6]1)=[O:4].[OH-].[Na+]. (4) The reactants are [C:1]1(C)[CH:6]=[CH:5][C:4]([N:7]=[N+:8]=[N-:9])=[CH:3][CH:2]=1.[C:11]1([C:17]#[CH:18])[CH:16]=[CH:15][CH:14]=[CH:13][CH:12]=1.[CH2:19]1COCC1. The catalyst is C[C-]1C(C)=C(C)C(C)=C1C.C1C=CC(P(C2C=CC=CC=2)C2C=CC=CC=2)=CC=1.C1C=CC(P(C2C=CC=CC=2)C2C=CC=CC=2)=CC=1.Cl[Ru+]. The product is [C:3]1([CH3:19])[CH:2]=[CH:1][CH:6]=[CH:5][C:4]=1[N:7]1[C:17]([C:11]2[CH:16]=[CH:15][CH:14]=[CH:13][CH:12]=2)=[CH:18][N:9]=[N:8]1. The yield is 0.510.